From a dataset of Microsomal clearance measurements from AstraZeneca. Regression/Classification. Given a drug SMILES string, predict its absorption, distribution, metabolism, or excretion properties. Task type varies by dataset: regression for continuous measurements (e.g., permeability, clearance, half-life) or binary classification for categorical outcomes (e.g., BBB penetration, CYP inhibition). For this dataset (clearance_microsome_az), we predict log10(clearance) (log10 of the in vitro intrinsic clearance, CLint, in uL/min per mg of human liver microsomal protein, equivalently mL/min/g; values are censored to the assay range of 3 to 150, which is 0.477 to 2.18 on this log10 scale). (1) The drug is CC(=O)c1ncccc1NC(=O)[C@H]1CC[C@H](N2C(=O)[C@H]3[C@H]4CC[C@H](C4)[C@H]3C2=O)CC1. The log10(clearance) is 1.22. (2) The log10(clearance) is 2.18. The compound is COc1ccc(N(C(C)=O)C(C(=O)NC2CCCC2)c2ccccc2F)c(OC)c1. (3) The compound is CNC1=Nc2ccc(Cl)cc2C(c2ccccc2)=[N+]([O-])C1. The log10(clearance) is 0.760. (4) The compound is CCC(CC)n1nc(C)c(C(=O)N[C@@H](C)C(C)(C)C)c1NS(=O)(=O)c1ccc(C)cc1. The log10(clearance) is 1.63. (5) The drug is Cc1c(Cl)ccc(OC2CCN(CC3CCN([C@@H](Cc4ccc(F)cc4)C(=O)O)CC3)CC2)c1Cl. The log10(clearance) is 0.480. (6) The compound is O=S(=O)(c1ccccc1)N(CC(F)(F)F)c1ccc(C(O)(C(F)(F)F)C(F)(F)F)cc1. The log10(clearance) is 0.480. (7) The drug is O=C(NCC12CC3CC(CC(C3)C1)C2)c1cc(CN2C[C@@H]3C[C@H]2CN3)ccc1Cl. The log10(clearance) is 1.11. (8) The compound is O=C1COC2(CCN(S(=O)(=O)c3ccc(-c4ccc5cccnc5c4)cc3)CC2)CN1C1CC1. The log10(clearance) is 1.75.